Dataset: Full USPTO retrosynthesis dataset with 1.9M reactions from patents (1976-2016). Task: Predict the reactants needed to synthesize the given product. (1) Given the product [Br:1][C:2]1[CH:3]=[N:4][N:5]([CH:8]2[CH2:11][CH:10]([C:12]([O:14][CH3:15])=[O:13])[CH2:9]2)[CH:6]=1, predict the reactants needed to synthesize it. The reactants are: [Br:1][C:2]1[CH:3]=[N:4][NH:5][CH:6]=1.Cl[CH:8]1[CH2:11][CH:10]([C:12]([O:14][CH3:15])=[O:13])[CH2:9]1.C(=O)([O-])[O-].[K+].[K+]. (2) Given the product [Cl:16][C:6]1[CH:7]=[C:8]2[C:3](=[C:4]([NH:20][C:21](=[O:25])[C:30]3[CH:31]=[CH:32][CH:33]=[N:28][CH:29]=3)[CH:5]=1)[NH:2][C:14]1[CH:13]=[N:12][CH:11]=[CH:10][C:9]2=1, predict the reactants needed to synthesize it. The reactants are: N[N:2]1[C:14]2[CH:13]=[N:12][CH:11]=[CH:10][C:9]=2[C:8]2[C:3]1=[CH:4][C:5](Cl)=[CH:6][CH:7]=2.[ClH:16].C(Cl)C1C=C[CH:21]=[N:20]C=1.[OH2:25].[OH-].[Na+].[N:28]1[CH:33]=[CH:32][CH:31]=[CH:30][CH:29]=1. (3) Given the product [Cl:1][C:2]1[CH:7]=[C:6]([O:8][C:9]2[C:14]([F:15])=[CH:13][C:12]([CH2:16][O:17][C:20]3[CH:21]=[C:22]4[NH:29][C:28]([CH3:38])([CH3:37])[CH2:27][N:23]4[C:24](=[O:26])[N:25]=3)=[CH:11][C:10]=2[F:18])[CH:5]=[CH:4][N:3]=1, predict the reactants needed to synthesize it. The reactants are: [Cl:1][C:2]1[CH:7]=[C:6]([O:8][C:9]2[C:14]([F:15])=[CH:13][C:12]([CH2:16][OH:17])=[CH:11][C:10]=2[F:18])[CH:5]=[CH:4][N:3]=1.Cl[C:20]1[CH:21]=[C:22]2[N:29](C(OC(C)(C)C)=O)[C:28]([CH3:38])([CH3:37])[CH2:27][N:23]2[C:24](=[O:26])[N:25]=1. (4) Given the product [CH2:20]([C:17]1[Se:16][C:15]([C:12]2[CH:13]=[CH:14][C:9]([C:6]3[CH:7]=[CH:8][C:3]([CH2:1][CH3:2])=[CH:4][CH:5]=3)=[CH:10][C:11]=2[F:22])=[CH:19][CH:18]=1)[CH3:21], predict the reactants needed to synthesize it. The reactants are: [CH2:1]([C:3]1[CH:8]=[CH:7][C:6]([C:9]2[CH:14]=[CH:13][C:12]([C:15]3[Se:16][C:17]([CH:20]=[CH2:21])=[CH:18][CH:19]=3)=[C:11]([F:22])[CH:10]=2)=[CH:5][CH:4]=1)[CH3:2]. (5) Given the product [C:1]([CH:5]1[CH2:10][CH2:9][CH:8]([N:11]([CH2:12][C:13]2[CH:14]=[CH:15][C:16]([C:17]([O:19][CH3:20])=[O:18])=[CH:21][CH:22]=2)[C:36]2[N:37]([CH3:23])[C:38]3[CH:43]=[CH:42][C:41]([O:44][CH3:45])=[CH:40][C:39]=3[N:46]=2)[CH2:7][CH2:6]1)([CH3:4])([CH3:2])[CH3:3], predict the reactants needed to synthesize it. The reactants are: [C:1]([CH:5]1[CH2:10][CH2:9][CH:8]([NH:11][CH2:12][C:13]2[CH:22]=[CH:21][C:16]([C:17]([O:19][CH3:20])=[O:18])=[CH:15][CH:14]=2)[CH2:7][CH2:6]1)([CH3:4])([CH3:3])[CH3:2].[CH3:23]CN(C(C)C)C(C)C.C(Cl)(Cl)=S.[CH3:36][NH:37][C:38]1[CH:43]=[CH:42][C:41]([O:44][CH3:45])=[CH:40][C:39]=1[NH2:46].C([O-])(O)=O.[Na+]. (6) Given the product [CH3:2][C:1]1[N:4]([NH:5][C:6](=[O:8])[CH3:7])[CH:15]=[C:16]([C:18]2[CH:19]=[N:20][N:21]([CH3:30])[C:22]=2[C:23]2[CH:28]=[CH:27][C:26]([CH3:29])=[CH:25][CH:24]=2)[N:3]=1, predict the reactants needed to synthesize it. The reactants are: [C:1]([NH:4][NH:5][C:6](=[O:8])[CH3:7])(=[NH:3])[CH3:2].C(=O)(O)[O-].[Na+].Br[CH2:15][C:16]([C:18]1[CH:19]=[N:20][N:21]([CH3:30])[C:22]=1[C:23]1[CH:28]=[CH:27][C:26]([CH3:29])=[CH:25][CH:24]=1)=O. (7) Given the product [Cl:34][C:11]1[N:10]2[N:13]=[C:14]([C:16]([O:18][CH2:19][CH3:20])=[O:17])[CH:15]=[C:9]2[N:8]=[C:7]([CH3:21])[C:6]=1[CH2:5][C:4]([O:3][CH2:1][CH3:2])=[O:22], predict the reactants needed to synthesize it. The reactants are: [CH2:1]([O:3][C:4](=[O:22])[CH2:5][C:6]1[C:7]([CH3:21])=[N:8][C:9]2[N:10]([N:13]=[C:14]([C:16]([O:18][CH2:19][CH3:20])=[O:17])[CH:15]=2)[C:11]=1O)[CH3:2].CN(C)C1C=CC=CC=1.O=P(Cl)(Cl)[Cl:34]. (8) Given the product [O:11]1[CH2:12][CH2:13][CH2:14][CH:8]([C:7]2[C:2]([O:28][C:25]3[CH:24]=[CH:23][C:22]([NH:21][C:16]4[CH:17]=[CH:18][CH:19]=[CH:20][N:15]=4)=[CH:27][CH:26]=3)=[N:3][CH:4]=[CH:5][CH:6]=2)[CH2:9][CH2:10]1, predict the reactants needed to synthesize it. The reactants are: F[C:2]1[C:7]([CH:8]2[CH2:14][CH2:13][CH2:12][O:11][CH2:10][CH2:9]2)=[CH:6][CH:5]=[CH:4][N:3]=1.[N:15]1[CH:20]=[CH:19][CH:18]=[CH:17][C:16]=1[NH:21][C:22]1[CH:27]=[CH:26][C:25]([OH:28])=[CH:24][CH:23]=1.C(=O)([O-])[O-].[Cs+].[Cs+].